From a dataset of Forward reaction prediction with 1.9M reactions from USPTO patents (1976-2016). Predict the product of the given reaction. (1) Given the reactants [OH:1][CH2:2][CH:3]1[CH2:7][CH2:6][N:5]([C:8]([C:10]2[CH:15]=[C:14]([S:16]([CH3:19])(=[O:18])=[O:17])[CH:13]=[CH:12][C:11]=2[O:20][C@@H:21]([CH3:26])[C:22]([F:25])([F:24])[F:23])=[O:9])[CH2:4]1.O[C:28]1[CH:33]=[CH:32][C:31]([C:34]([F:37])([F:36])[F:35])=[CH:30][CH:29]=1.C1(P(C2C=CC=CC=2)C2C=CC=CN=2)C=CC=CC=1.N(C(OC(C)(C)C)=O)=NC(OC(C)(C)C)=O, predict the reaction product. The product is: [CH3:19][S:16]([C:14]1[CH:13]=[CH:12][C:11]([O:20][C@@H:21]([CH3:26])[C:22]([F:24])([F:25])[F:23])=[C:10]([C:8]([N:5]2[CH2:6][CH2:7][CH:3]([CH2:2][O:1][C:28]3[CH:33]=[CH:32][C:31]([C:34]([F:37])([F:36])[F:35])=[CH:30][CH:29]=3)[CH2:4]2)=[O:9])[CH:15]=1)(=[O:17])=[O:18]. (2) Given the reactants [F:1][C:2]([F:8])([F:7])[CH2:3][C:4](O)=[O:5].C1N=CN(C(N2C=NC=C2)=O)C=1.C[C:22]1([CH3:30])[O:27][C:26](=O)[CH2:25][C:24](=O)[O:23]1.S([O-])(O)(=O)=O.[K+].[CH2:37](O)[C:38]1C=CC=[CH:40][CH:39]=1, predict the reaction product. The product is: [F:1][C:2]([F:8])([F:7])[CH2:3][C:4](=[O:5])[CH2:30][C:22]([O:23][CH2:24][C:25]1[CH:26]=[CH:40][CH:39]=[CH:38][CH:37]=1)=[O:27]. (3) Given the reactants [CH3:1][O:2][C:3]1[CH:4]=[C:5]2[C:10](=[CH:11][C:12]=1[O:13][CH3:14])[N:9]=[CH:8][N:7]=[C:6]2[O:15][C:16]1[CH:17]=[C:18]([CH:20]=[CH:21][CH:22]=1)[NH2:19].[CH3:23][O:24][CH2:25][C:26]([C:29]1[CH:33]=[C:32]([NH:34][C:35](=O)[O:36]C2C=CC=CC=2)[O:31][N:30]=1)([CH3:28])[CH3:27].COC1C=C2C(=CC=1OC)N=CN=C2OC1C=C(NC(NC2ON=C(C(C)C)C=2)=O)C=CC=1, predict the reaction product. The product is: [CH3:1][O:2][C:3]1[CH:4]=[C:5]2[C:10](=[CH:11][C:12]=1[O:13][CH3:14])[N:9]=[CH:8][N:7]=[C:6]2[O:15][C:16]1[CH:17]=[C:18]([NH:19][C:35]([NH:34][C:32]2[O:31][N:30]=[C:29]([C:26]([CH3:28])([CH3:27])[CH2:25][O:24][CH3:23])[CH:33]=2)=[O:36])[CH:20]=[CH:21][CH:22]=1.